From a dataset of Retrosynthesis with 50K atom-mapped reactions and 10 reaction types from USPTO. Predict the reactants needed to synthesize the given product. (1) Given the product C[C@H]1COCCN1c1nc(-c2ccc(NC(=O)NCCO)cc2)cc(-c2cc(F)ccc2S(C)(=O)=O)n1, predict the reactants needed to synthesize it. The reactants are: CC1(C)OB(c2ccc(NC(=O)NCCO)cc2)OC1(C)C.C[C@H]1COCCN1c1nc(Cl)cc(-c2cc(F)ccc2S(C)(=O)=O)n1. (2) Given the product CCCCNC(=O)NS(=O)(=O)c1ccc(CCNC(=O)N2Cc3ccccc3C2=O)cc1, predict the reactants needed to synthesize it. The reactants are: CCCCNC(=O)NS(=O)(=O)c1ccc(CCN)cc1.O=C(O)N1Cc2ccccc2C1=O. (3) The reactants are: CON(C)C(=O)c1cc2cnc(SC)nc2n1-c1ccc(F)cc1.Clc1ccccc1CBr. Given the product CSc1ncc2cc(C(=O)Cc3ccccc3Cl)n(-c3ccc(F)cc3)c2n1, predict the reactants needed to synthesize it.